This data is from Forward reaction prediction with 1.9M reactions from USPTO patents (1976-2016). The task is: Predict the product of the given reaction. (1) Given the reactants [CH3:13][C:12]([O:11][C:9](O[C:9]([O:11][C:12]([CH3:15])([CH3:14])[CH3:13])=[O:10])=[O:10])([CH3:15])[CH3:14].[C:16]1([C@H:22]([NH:24][S:25]([CH:28]=CC2C3CCCCC=3N(CC3C=CC=CC=3)N=2)(=[O:27])=[O:26])[CH3:23])[CH:21]=[CH:20][CH:19]=[CH:18][CH:17]=1, predict the reaction product. The product is: [C:12]([O:11][C:9](=[O:10])[N:24]([S:25]([CH3:28])(=[O:27])=[O:26])[C@@H:22]([C:16]1[CH:21]=[CH:20][CH:19]=[CH:18][CH:17]=1)[CH3:23])([CH3:13])([CH3:14])[CH3:15]. (2) Given the reactants [F:1][C:2]1[CH:3]=[C:4]([CH:24]=[CH:25][C:26]=1[CH2:27][C:28]([O:30]C)=[O:29])[O:5][CH2:6][CH2:7][C@@H:8]1[CH2:10][C@@H:9]1[CH:11]1[CH2:16][CH2:15][N:14]([C:17]([O:19][C:20]2([CH3:23])[CH2:22][CH2:21]2)=[O:18])[CH2:13][CH2:12]1.CO.[OH-].[Li+].Cl, predict the reaction product. The product is: [F:1][C:2]1[CH:3]=[C:4]([O:5][CH2:6][CH2:7][C@@H:8]2[CH2:10][C@@H:9]2[CH:11]2[CH2:12][CH2:13][N:14]([C:17]([O:19][C:20]3([CH3:23])[CH2:21][CH2:22]3)=[O:18])[CH2:15][CH2:16]2)[CH:24]=[CH:25][C:26]=1[CH2:27][C:28]([OH:30])=[O:29]. (3) Given the reactants [CH2:1]([N:5]1[C:13]2[N:12]=[C:11]([Cl:14])[NH:10][C:9]=2[C:8](=[O:15])[N:7]([CH2:16][CH2:17][CH2:18][C:19]([O:21]CC)=O)[C:6]1=[O:24])[CH2:2][CH2:3][CH3:4].[CH2:25]([O:27][C:28]1[CH:29]=[C:30]([CH2:35]/[C:36](=[N:39]/[H])/[NH:37]O)[CH:31]=[CH:32][C:33]=1[OH:34])[CH3:26].[O-]CC.[Na+], predict the reaction product. The product is: [CH2:1]([N:5]1[C:13]2[N:12]=[C:11]([Cl:14])[NH:10][C:9]=2[C:8](=[O:15])[N:7]([CH2:16][CH2:17][CH2:18][C:19]2[O:21][N:39]=[C:36]([CH2:35][C:30]3[CH:31]=[CH:32][C:33]([OH:34])=[C:28]([O:27][CH2:25][CH3:26])[CH:29]=3)[N:37]=2)[C:6]1=[O:24])[CH2:2][CH2:3][CH3:4]. (4) Given the reactants [C:1]([O:5][C:6](=[O:22])[NH:7][CH2:8][CH:9]([CH2:20][OH:21])[CH2:10][CH2:11][N:12]1[CH:17]=[CH:16][C:15](=[O:18])[NH:14][C:13]1=[O:19])([CH3:4])([CH3:3])[CH3:2].[C:23](Cl)([C:36]1[CH:41]=[CH:40][CH:39]=[CH:38][CH:37]=1)([C:30]1[CH:35]=[CH:34][CH:33]=[CH:32][CH:31]=1)[C:24]1[CH:29]=[CH:28][CH:27]=[CH:26][CH:25]=1, predict the reaction product. The product is: [C:1]([O:5][C:6](=[O:22])[NH:7][CH2:8][CH:9]([CH2:20][O:21][C:23]([C:24]1[CH:29]=[CH:28][CH:27]=[CH:26][CH:25]=1)([C:36]1[CH:37]=[CH:38][CH:39]=[CH:40][CH:41]=1)[C:30]1[CH:31]=[CH:32][CH:33]=[CH:34][CH:35]=1)[CH2:10][CH2:11][N:12]1[CH:17]=[CH:16][C:15](=[O:18])[NH:14][C:13]1=[O:19])([CH3:3])([CH3:2])[CH3:4].